From a dataset of Peptide-MHC class II binding affinity with 134,281 pairs from IEDB. Regression. Given a peptide amino acid sequence and an MHC pseudo amino acid sequence, predict their binding affinity value. This is MHC class II binding data. (1) The peptide sequence is YDKFLANVSTDLTGK. The MHC is DRB3_0202 with pseudo-sequence DRB3_0202. The binding affinity (normalized) is 0.817. (2) The peptide sequence is ALRIIAGTPEVHAVK. The MHC is DRB1_1101 with pseudo-sequence DRB1_1101. The binding affinity (normalized) is 0.406.